From a dataset of HIV replication inhibition screening data with 41,000+ compounds from the AIDS Antiviral Screen. Binary Classification. Given a drug SMILES string, predict its activity (active/inactive) in a high-throughput screening assay against a specified biological target. (1) The drug is Cc1c([N+](=O)[O-])c(=O)oc2ccc3c(=O)ccoc3c12. The result is 0 (inactive). (2) The compound is CC1=CC(C)=Nc2ccccc2N1. The result is 0 (inactive). (3) The drug is CC(CCc1ccccc1)=NNC(N)=S. The result is 0 (inactive). (4) The drug is Cc1nc2nnc(CCCCCCCCc3nnc4nc(C)[nH]n34)n2[nH]1. The result is 0 (inactive). (5) The result is 0 (inactive). The molecule is CCN(CC)CCN1CCN=C2c3cc(OC)ccc3Nc3c([N+](=O)[O-])ccc1c32. (6) The molecule is COC(=O)CC1CCC(c2ccn(S(=O)(=O)c3ccccc3)c2)=NO1. The result is 0 (inactive).